Dataset: Catalyst prediction with 721,799 reactions and 888 catalyst types from USPTO. Task: Predict which catalyst facilitates the given reaction. (1) Reactant: Cl[C:2]1[N:10]=[C:9]2[C:5]([N:6]=[C:7]([CH2:12][N:13]3[CH2:18][CH2:17][CH:16]([CH:19]4[CH2:22][O:21][CH2:20]4)[CH2:15][CH2:14]3)[N:8]2[CH3:11])=[C:4]([N:23]2[CH2:28][CH2:27][O:26][CH2:25][CH2:24]2)[N:3]=1.[CH3:29][C:30]1[NH:34][C:33]2[CH:35]=[CH:36][CH:37]=[CH:38][C:32]=2[N:31]=1.CC(C1C=C(C(C)C)C(C2C=CC=CC=2P(C2CCCCC2)C2CCCCC2)=C(C(C)C)C=1)C.C(=O)([O-])[O-].[Cs+].[Cs+]. Product: [CH3:11][N:8]1[C:7]([CH2:12][N:13]2[CH2:14][CH2:15][CH:16]([CH:19]3[CH2:22][O:21][CH2:20]3)[CH2:17][CH2:18]2)=[N:6][C:5]2[C:9]1=[N:10][C:2]([N:31]1[C:32]3[CH:38]=[CH:37][CH:36]=[CH:35][C:33]=3[N:34]=[C:30]1[CH3:29])=[N:3][C:4]=2[N:23]1[CH2:28][CH2:27][O:26][CH2:25][CH2:24]1. The catalyst class is: 533. (2) Reactant: C1(S([N:10]2[C:18]3[C:13](=[CH:14][C:15]([C@H:19]([NH:24][S@:25]([C:27]([CH3:30])([CH3:29])[CH3:28])=[O:26])[C:20]([F:23])([F:22])[F:21])=[CH:16][CH:17]=3)[CH:12]=[C:11]2[CH3:31])(=O)=O)C=CC=CC=1.[OH-].[K+].O. Product: [F:23][C:20]([F:21])([F:22])[C@@H:19]([NH:24][S@:25]([C:27]([CH3:28])([CH3:29])[CH3:30])=[O:26])[C:15]1[CH:14]=[C:13]2[C:18](=[CH:17][CH:16]=1)[NH:10][C:11]([CH3:31])=[CH:12]2. The catalyst class is: 5. (3) Reactant: [Br:1][C:2]1[CH:3]=[C:4]([CH2:10][CH2:11][NH:12][CH2:13][CH2:14][NH:15][C:16](=[O:22])[O:17][C:18]([CH3:21])([CH3:20])[CH3:19])[CH:5]=[CH:6][C:7]=1[C:8]#[N:9].[Cl:23][CH2:24][C:25](Cl)=[O:26]. Product: [Br:1][C:2]1[CH:3]=[C:4]([CH2:10][CH2:11][N:12]([C:25](=[O:26])[CH2:24][Cl:23])[CH2:13][CH2:14][NH:15][C:16](=[O:22])[O:17][C:18]([CH3:19])([CH3:21])[CH3:20])[CH:5]=[CH:6][C:7]=1[C:8]#[N:9]. The catalyst class is: 2. (4) Reactant: [Br:1][C:2]1[N:7]=[C:6]([Cl:8])[C:5]([NH2:9])=[C:4]([NH:10][CH2:11][CH3:12])[CH:3]=1.[C:13]([CH2:15][C:16](O)=[O:17])#[N:14].C(Cl)CCl.CN1CCOCC1. Product: [Br:1][C:2]1[N:7]=[C:6]([Cl:8])[C:5]([NH:9][C:16](=[O:17])[CH2:15][C:13]#[N:14])=[C:4]([NH:10][CH2:11][CH3:12])[CH:3]=1. The catalyst class is: 3. (5) Reactant: C(NC(C)C)(C)C.C([Li])CCC.[CH3:13][C:14]1[CH:15]=[C:16]([CH:18]=[C:19]([C:21]2[S:25][CH:24]=[N:23][CH:22]=2)[CH:20]=1)[NH2:17].[F:26][C:27]([F:32])([F:31])[C:28]([CH3:30])=[O:29]. Product: [NH2:17][C:16]1[CH:18]=[C:19]([C:21]2[S:25][C:24]([C:28]([OH:29])([CH3:30])[C:27]([F:32])([F:31])[F:26])=[N:23][CH:22]=2)[CH:20]=[C:14]([CH3:13])[CH:15]=1. The catalyst class is: 569.